Dataset: Peptide-MHC class II binding affinity with 134,281 pairs from IEDB. Task: Regression. Given a peptide amino acid sequence and an MHC pseudo amino acid sequence, predict their binding affinity value. This is MHC class II binding data. (1) The peptide sequence is APPPQLPRPPATPPP. The MHC is HLA-DQA10102-DQB10602 with pseudo-sequence HLA-DQA10102-DQB10602. The binding affinity (normalized) is 0. (2) The peptide sequence is FTDASTVASAQIH. The MHC is DRB5_0101 with pseudo-sequence DRB5_0101. The binding affinity (normalized) is 0.0700.